Dataset: Reaction yield outcomes from USPTO patents with 853,638 reactions. Task: Predict the reaction yield, written as a fraction of the theoretical maximum amount of product (1.0 means a 100% yield; for example, 0.34 means a 34% yield). (1) The reactants are CC(C)([O-])C.[K+].[Cl-].[CH3:8][O:9][CH2:10][P+](C1C=CC=CC=1)(C1C=CC=CC=1)C1C=CC=CC=1.[F:30][C:31]1[CH:32]=[C:33]([C:39]2[CH:44]=[CH:43][C:42]([C:45]([F:48])([F:47])[F:46])=[CH:41][CH:40]=2)[CH:34]=[CH:35][C:36]=1[CH:37]=O.CCOC(C)=O.CCCCCC. The catalyst is C1COCC1. The product is [F:30][C:31]1[CH:32]=[C:33]([C:39]2[CH:44]=[CH:43][C:42]([C:45]([F:48])([F:47])[F:46])=[CH:41][CH:40]=2)[CH:34]=[CH:35][C:36]=1[CH:37]=[CH:8][O:9][CH3:10]. The yield is 0.850. (2) The reactants are Br[C:2]1[CH:7]=[CH:6][C:5]([CH:8]([N:15]([CH3:32])[C:16](=[O:31])[CH2:17][N:18]([C:23]2[CH:28]=[CH:27][C:26]([Cl:29])=[C:25]([Cl:30])[CH:24]=2)[CH2:19][CH2:20][O:21][CH3:22])[CH2:9][N:10]2[CH2:14][CH2:13][CH2:12][CH2:11]2)=[CH:4][CH:3]=1.[C:33]([NH:36][C:37]1[CH:42]=[CH:41][C:40](B(O)O)=[CH:39][CH:38]=1)(=[O:35])[CH3:34].C([O-])([O-])=O.[Na+].[Na+]. The catalyst is O1CCOCC1.O.CS(C)=O.C1C=CC(P(C2C=CC=CC=2)[C-]2C=CC=C2)=CC=1.C1C=CC(P(C2C=CC=CC=2)[C-]2C=CC=C2)=CC=1.Cl[Pd]Cl.[Fe+2]. The product is [C:33]([NH:36][C:37]1[CH:42]=[CH:41][C:40]([C:2]2[CH:3]=[CH:4][C:5]([CH:8]([N:15]([CH3:32])[C:16](=[O:31])[CH2:17][N:18]([C:23]3[CH:28]=[CH:27][C:26]([Cl:29])=[C:25]([Cl:30])[CH:24]=3)[CH2:19][CH2:20][O:21][CH3:22])[CH2:9][N:10]3[CH2:14][CH2:13][CH2:12][CH2:11]3)=[CH:6][CH:7]=2)=[CH:39][CH:38]=1)(=[O:35])[CH3:34]. The yield is 0.190. (3) The reactants are [OH:1][C:2]1[N:10]=[CH:9][C:8]([S:11]([OH:14])(=[O:13])=[O:12])=[CH:7][C:3]=1[C:4]([OH:6])=[O:5].[CH2:15](O)[CH3:16]. No catalyst specified. The product is [OH:1][C:2]1[N:10]=[CH:9][C:8]([S:11]([OH:14])(=[O:13])=[O:12])=[CH:7][C:3]=1[C:4]([O:6][CH2:15][CH3:16])=[O:5]. The yield is 0.740. (4) The reactants are [Na].[CH2:2]([N:9]1[CH2:15][CH2:14][CH2:13][NH:12]/[C:11](=[C:16]2/[C:17]([CH2:29][C:30]([O:32]C)=O)=[N:18][N:19]([C:22]3[CH:27]=[CH:26][CH:25]=[CH:24][C:23]=3[Cl:28])[C:20]/2=[O:21])/[CH2:10]1)[C:3]1[CH:8]=[CH:7][CH:6]=[CH:5][CH:4]=1.Cl. The catalyst is CO.O. The product is [CH2:2]([N:9]1[CH2:15][CH2:14][CH2:13][N:12]2[C:30](=[O:32])[CH:29]=[C:17]3[NH:18][N:19]([C:22]4[CH:27]=[CH:26][CH:25]=[CH:24][C:23]=4[Cl:28])[C:20](=[O:21])[C:16]3=[C:11]2[CH2:10]1)[C:3]1[CH:4]=[CH:5][CH:6]=[CH:7][CH:8]=1. The yield is 0.260.